Predict the product of the given reaction. From a dataset of Forward reaction prediction with 1.9M reactions from USPTO patents (1976-2016). (1) Given the reactants Br[C:2]1[CH:3]=[CH:4][C:5]([N:27]2[CH2:32][CH2:31][O:30][CH2:29][CH2:28]2)=[C:6]([NH:8][C:9]2[C:18]3[C:13](=[CH:14][CH:15]=[CH:16][CH:17]=3)[N:12]=[C:11]([C:19]3[CH:24]=[CH:23][CH:22]=[CH:21][C:20]=3[F:25])[C:10]=2[CH3:26])[CH:7]=1.C[Sn](C)(C)[C:35]1[CH:40]=[CH:39][N:38]=[C:37]([NH:41][C:42](=[O:44])[CH3:43])[N:36]=1, predict the reaction product. The product is: [F:25][C:20]1[CH:21]=[CH:22][CH:23]=[CH:24][C:19]=1[C:11]1[C:10]([CH3:26])=[C:9]([NH:8][C:6]2[CH:7]=[C:2]([C:35]3[CH:40]=[CH:39][N:38]=[C:37]([NH:41][C:42](=[O:44])[CH3:43])[N:36]=3)[CH:3]=[CH:4][C:5]=2[N:27]2[CH2:32][CH2:31][O:30][CH2:29][CH2:28]2)[C:18]2[C:13](=[CH:14][CH:15]=[CH:16][CH:17]=2)[N:12]=1. (2) Given the reactants Cl.Cl.[NH:3]1[C:11]2[C:6](=[CH:7][CH:8]=[CH:9][CH:10]=2)[C:5]([CH:12]2[CH2:17][CH2:16][CH:15]([NH:18][CH:19]([CH:23]3[CH2:28][CH2:27][NH:26][CH2:25][CH2:24]3)[C:20]([NH2:22])=[O:21])[CH2:14][CH2:13]2)=[CH:4]1.[F:29][C:30]([F:44])([F:43])[O:31][C:32]1[CH:42]=[CH:41][C:35](/[CH:36]=[CH:37]/[C:38](O)=[O:39])=[CH:34][CH:33]=1, predict the reaction product. The product is: [NH:3]1[C:11]2[C:6](=[CH:7][CH:8]=[CH:9][CH:10]=2)[C:5]([CH:12]2[CH2:17][CH2:16][CH:15]([NH:18][CH:19]([CH:23]3[CH2:24][CH2:25][N:26]([C:38](=[O:39])/[CH:37]=[CH:36]/[C:35]4[CH:34]=[CH:33][C:32]([O:31][C:30]([F:43])([F:44])[F:29])=[CH:42][CH:41]=4)[CH2:27][CH2:28]3)[C:20]([NH2:22])=[O:21])[CH2:14][CH2:13]2)=[CH:4]1. (3) Given the reactants [O:1]=[C:2]1[O:7][C@@H:6]([C:8]2[CH:13]=[CH:12][CH:11]=[CH:10][CH:9]=2)[C@@H:5]([C:14]2[CH:19]=[CH:18][CH:17]=[CH:16][CH:15]=2)[N:4]([C:20]([O:22][C:23]([CH3:26])([CH3:25])[CH3:24])=[O:21])[C@@H:3]1[CH2:27][CH2:28][CH2:29][CH2:30][B:31]1[O:35][C:34]([CH3:37])([CH3:36])[C:33]([CH3:39])([CH3:38])[O:32]1.CN([CH2:43][CH2:44]N(C)C)C.C(I)C.C[Si]([N-][Si](C)(C)C)(C)C.[K+].Cl, predict the reaction product. The product is: [CH2:43]([C@:3]1([CH2:27][CH2:28][CH2:29][CH2:30][B:31]2[O:35][C:34]([CH3:37])([CH3:36])[C:33]([CH3:39])([CH3:38])[O:32]2)[C:2](=[O:1])[O:7][C@@H:6]([C:8]2[CH:9]=[CH:10][CH:11]=[CH:12][CH:13]=2)[C@@H:5]([C:14]2[CH:19]=[CH:18][CH:17]=[CH:16][CH:15]=2)[N:4]1[C:20]([O:22][C:23]([CH3:26])([CH3:25])[CH3:24])=[O:21])[CH3:44]. (4) Given the reactants [Br:1][CH:2]([C:10]1[CH:15]=[CH:14][C:13]([C:16](F)(F)F)=[CH:12][CH:11]=1)[CH:3]([O:7]CC)OCC.CC(O[C:24]([CH3:26])=O)=O.[C:27](Cl)([CH3:29])=O.[CH:31](Cl)(Cl)Cl, predict the reaction product. The product is: [C:13]1([C:16]2[CH:26]=[CH:24][CH:29]=[CH:27][CH:31]=2)[CH:12]=[CH:11][C:10]([CH:2]([Br:1])[CH:3]=[O:7])=[CH:15][CH:14]=1. (5) The product is: [NH2:20][C:5]1[CH:4]=[CH:3][C:2]([Br:1])=[CH:7][C:6]=1[NH:8][CH:9]1[CH2:12][N:11]([C:13]([O:15][C:16]([CH3:19])([CH3:18])[CH3:17])=[O:14])[CH2:10]1. Given the reactants [Br:1][C:2]1[CH:3]=[CH:4][C:5]([N+:20]([O-])=O)=[C:6]([NH:8][CH:9]2[CH2:12][N:11]([C:13]([O:15][C:16]([CH3:19])([CH3:18])[CH3:17])=[O:14])[CH2:10]2)[CH:7]=1.[NH4+].[Cl-], predict the reaction product. (6) Given the reactants [CH3:1][O:2][C:3]1[CH:8]=[C:7]([N:9]([CH3:14])[CH:10]2[CH2:13][O:12][CH2:11]2)[C:6]([N+:15]([O-])=O)=[CH:5][C:4]=1[NH:18][C:19]1[N:24]=[C:23]([N:25]2[CH:29]=[C:28]([CH:30]=O)[C:27]([C:32]3[CH:37]=[CH:36][CH:35]=[CH:34][CH:33]=3)=[N:26]2)[CH:22]=[CH:21][N:20]=1.Cl.[NH:39]1[CH2:42][CH2:41][CH2:40]1, predict the reaction product. The product is: [N:39]1([CH2:30][C:28]2[C:27]([C:32]3[CH:33]=[CH:34][CH:35]=[CH:36][CH:37]=3)=[N:26][N:25]([C:23]3[CH:22]=[CH:21][N:20]=[C:19]([NH:18][C:4]4[C:3]([O:2][CH3:1])=[CH:8][C:7]([N:9]([CH3:14])[CH:10]5[CH2:11][O:12][CH2:13]5)=[C:6]([NH:15][C:3](=[O:2])[CH:4]=[CH2:5])[CH:5]=4)[N:24]=3)[CH:29]=2)[CH2:42][CH2:41][CH2:40]1. (7) Given the reactants [CH3:1][C:2]1[S:3][C:4]2[C:13]3[N:12]=[C:11]([NH:14][C:15]4[CH:20]=[CH:19][CH:18]=[CH:17][CH:16]=4)[N:10]=[CH:9][C:8]=3[CH2:7][CH2:6][C:5]=2[N:21]=1.C(C1C(=O)C(Cl)=C(Cl)C(=O)C=1C#N)#N, predict the reaction product. The product is: [CH3:1][C:2]1[S:3][C:4]2[C:13]3[N:12]=[C:11]([NH:14][C:15]4[CH:20]=[CH:19][CH:18]=[CH:17][CH:16]=4)[N:10]=[CH:9][C:8]=3[CH:7]=[CH:6][C:5]=2[N:21]=1. (8) Given the reactants [NH2:1][C:2]1[CH:3]=[C:4]([OH:10])[CH:5]=[C:6]([CH3:9])[C:7]=1[NH2:8].[CH:11]1([C:14](O)=O)[CH2:13][CH2:12]1, predict the reaction product. The product is: [CH:11]1([C:14]2[NH:1][C:2]3[CH:3]=[C:4]([OH:10])[CH:5]=[C:6]([CH3:9])[C:7]=3[N:8]=2)[CH2:13][CH2:12]1. (9) Given the reactants C(O[C:4]([C:6]1[C:11](=[O:12])[N:10]([CH2:13][C:14]2[CH:19]=[CH:18][CH:17]=[CH:16][C:15]=2[Cl:20])[N:9]2[CH:21]=[CH:22][CH:23]=[C:8]2[C:7]=1[OH:24])=[O:5])C.[NH2:25][CH2:26][C:27]([O-:29])=[O:28].[Na+], predict the reaction product. The product is: [Cl:20][C:15]1[CH:16]=[CH:17][CH:18]=[CH:19][C:14]=1[CH2:13][N:10]1[C:11](=[O:12])[C:6]([C:4]([NH:25][CH2:26][C:27]([OH:29])=[O:28])=[O:5])=[C:7]([OH:24])[C:8]2=[CH:23][CH:22]=[CH:21][N:9]12.